The task is: Binary Classification. Given a miRNA mature sequence and a target amino acid sequence, predict their likelihood of interaction.. This data is from Experimentally validated miRNA-target interactions with 360,000+ pairs, plus equal number of negative samples. (1) The miRNA is hsa-miR-6134 with sequence UGAGGUGGUAGGAUGUAGA. The protein sequence of the target gene is MRVGTWICLPGRPGRCRKQHDLGNCPEVPGIFKTLALSPGAPDMMQQPRVETDTIGAGEGPQQAVPWSAWVTRHGWVRWWVSHMPPSWIQWWSTSNWRQPLQRLLWGLEGILYLLLALMLCHALFTTGSHLLSSLWPVVAAVWRHLLPALLLLVLSALPALLFTASFLLLFSTLLSLVGLLTSMTHPGDTQDLDQ. Result: 1 (interaction). (2) The miRNA is hsa-miR-4474-3p with sequence UUGUGGCUGGUCAUGAGGCUAA. The protein sequence of the target gene is MLRRGSQALRRFSTGRVYFKNKLKLALIGQSLFGQEVYSHLRKEGHRVVGVFTVPDKDGKADPLALAAEKDGTPVFKLPKWRVKGKTIKEVAEAYRSVGAELNVLPFCTQFIPMDIIDSPKHGSIIYHPSILPRHRGASAINWTLIMGDKKAGFSVFWADDGLDTGPILLQRSCDVEPNDTVDALYNRFLFPEGIKAMVEAVQLIADGKAPRIPQPEEGATYEGIQKKENAEISWDQSAEVLHNWIRGHDKVPGAWTEINGQMVTFYGSTLLNSSVPPGEPLEIKGAKKPGLVTKNGLVL.... Result: 1 (interaction).